Dataset: Reaction yield outcomes from USPTO patents with 853,638 reactions. Task: Predict the reaction yield, written as a fraction of the theoretical maximum amount of product (1.0 means a 100% yield; for example, 0.34 means a 34% yield). (1) The reactants are [CH:1]1([CH2:6][C@@H:7]([C:20]([NH:22][NH:23][C:24]2[C:29]([F:30])=[C:28]([N:31]3[CH2:36][CH2:35][N:34]([CH3:37])[CH2:33][C@@H:32]3[CH3:38])[N:27]=[C:26]([CH3:39])[N:25]=2)=[O:21])[CH2:8][N:9]([O:12]CC2C=CC=CC=2)[CH:10]=[O:11])[CH2:5][CH2:4][CH2:3][CH2:2]1. The catalyst is CO. The product is [CH:1]1([CH2:6][C@@H:7]([C:20]([NH:22][NH:23][C:24]2[C:29]([F:30])=[C:28]([N:31]3[CH2:36][CH2:35][N:34]([CH3:37])[CH2:33][C@@H:32]3[CH3:38])[N:27]=[C:26]([CH3:39])[N:25]=2)=[O:21])[CH2:8][N:9]([OH:12])[CH:10]=[O:11])[CH2:5][CH2:4][CH2:3][CH2:2]1. The yield is 0.910. (2) The reactants are C[O:2][C:3](=[O:29])[C:4]1[CH:9]=[CH:8][C:7]([F:10])=[C:6]([CH2:11][O:12][C:13]2[CH:18]=[CH:17][C:16]([C:19]3[CH:24]=[C:23]([F:25])[C:22]([F:26])=[CH:21][C:20]=3[O:27][CH3:28])=[CH:15][CH:14]=2)[CH:5]=1.[OH-].[Li+].CO. The catalyst is C1COCC1. The product is [F:26][C:22]1[C:23]([F:25])=[CH:24][C:19]([C:16]2[CH:15]=[CH:14][C:13]([O:12][CH2:11][C:6]3[CH:5]=[C:4]([CH:9]=[CH:8][C:7]=3[F:10])[C:3]([OH:29])=[O:2])=[CH:18][CH:17]=2)=[C:20]([O:27][CH3:28])[CH:21]=1. The yield is 0.960. (3) The reactants are [I:1][C:2]1[C:3]([S:11][C:12]2[NH:13][C:14]3[C:19]([N:20]=2)=[C:18]([NH2:21])[N:17]=[CH:16][N:15]=3)=[CH:4][C:5]2[O:9][CH2:8][O:7][C:6]=2[CH:10]=1.Br[CH2:23][CH2:24][NH:25][S:26]([C:29]([CH3:32])([CH3:31])[CH3:30])(=[O:28])=[O:27].C([O-])([O-])=O.[Cs+].[Cs+]. The catalyst is CN(C=O)C. The product is [NH2:21][C:18]1[N:17]=[CH:16][N:15]=[C:14]2[C:19]=1[N:20]=[C:12]([S:11][C:3]1[C:2]([I:1])=[CH:10][C:6]3[O:7][CH2:8][O:9][C:5]=3[CH:4]=1)[N:13]2[CH2:23][CH2:24][NH:25][S:26]([C:29]([CH3:32])([CH3:31])[CH3:30])(=[O:28])=[O:27]. The yield is 0.410. (4) The reactants are [N+:1]([C:4]1[CH:13]=[CH:12][CH:11]=[C:10]2[C:5]=1[CH:6]=[CH:7][CH:8]=[C:9]2[Br:14])([O-])=O. The catalyst is CCO.CC(O)=O.O1CCOCC1.O.Cl.[Fe]. The product is [NH2:1][C:4]1[CH:13]=[CH:12][CH:11]=[C:10]2[C:5]=1[CH:6]=[CH:7][CH:8]=[C:9]2[Br:14]. The yield is 0.970. (5) The reactants are [NH:1]1[C:9]2[C:4](=[CH:5][CH:6]=[C:7]([OH:10])[CH:8]=2)[CH:3]=[N:2]1.C(=O)([O-])[O-].[K+].[K+].[CH2:17](I)[CH:18]=[CH2:19]. The catalyst is CC(C)=O.C(=O)([O-])[O-].[Cs+].[Cs+]. The product is [CH2:19]([O:10][C:7]1[CH:8]=[C:9]2[C:4]([CH:3]=[N:2][NH:1]2)=[CH:5][CH:6]=1)[CH:18]=[CH2:17]. The yield is 0.560. (6) The reactants are [F:1][C:2]1[C:3]([C:8]2([NH:12]C(=O)OC)[CH2:11][CH2:10][CH2:9]2)=[N:4][CH:5]=[CH:6][CH:7]=1.[OH-].[Na+]. The catalyst is C(O)C. The product is [F:1][C:2]1[C:3]([C:8]2([NH2:12])[CH2:11][CH2:10][CH2:9]2)=[N:4][CH:5]=[CH:6][CH:7]=1. The yield is 0.930. (7) The reactants are [Cl:1][C:2]1[CH:3]=[C:4]([CH:6]=[CH:7][C:8]=1[Cl:9])[NH2:5].Br[CH2:11][C:12]([O:14][CH2:15][CH3:16])=[O:13].C(N(C(C)C)CC)(C)C.FC(F)(F)C(O)=O.C([O-])(O)=O.[Na+]. The catalyst is CN1C(=O)CCC1.O.CC#N.O. The product is [Cl:1][C:2]1[CH:3]=[C:4]([NH:5][CH2:11][C:12]([O:14][CH2:15][CH3:16])=[O:13])[CH:6]=[CH:7][C:8]=1[Cl:9]. The yield is 0.970.